From a dataset of Catalyst prediction with 721,799 reactions and 888 catalyst types from USPTO. Predict which catalyst facilitates the given reaction. Reactant: Cl.[CH:2]1([N:5]2[CH2:10][C:9]3([CH2:15][CH2:14][NH:13][CH2:12][CH2:11]3)[O:8][CH2:7][C:6]2=[O:16])[CH2:4][CH2:3]1.C(=O)([O-])[O-].[K+].[K+].Br[CH:24]([C:27]1[CH:32]=[CH:31][C:30]([C:33]2[CH:42]=[C:41]3[C:36]([CH:37]=[CH:38][CH:39]=[N:40]3)=[CH:35][CH:34]=2)=[CH:29][CH:28]=1)[C:25]#[N:26]. Product: [CH:2]1([N:5]2[CH2:10][C:9]3([CH2:11][CH2:12][N:13]([CH:24]([C:27]4[CH:32]=[CH:31][C:30]([C:33]5[CH:42]=[C:41]6[C:36]([CH:37]=[CH:38][CH:39]=[N:40]6)=[CH:35][CH:34]=5)=[CH:29][CH:28]=4)[C:25]#[N:26])[CH2:14][CH2:15]3)[O:8][CH2:7][C:6]2=[O:16])[CH2:4][CH2:3]1. The catalyst class is: 35.